From a dataset of Full USPTO retrosynthesis dataset with 1.9M reactions from patents (1976-2016). Predict the reactants needed to synthesize the given product. (1) Given the product [CH3:10][O:1][CH:2]1[CH2:5][CH:4]([C:6]([O:8][CH3:9])=[O:7])[CH2:3]1, predict the reactants needed to synthesize it. The reactants are: [OH:1][CH:2]1[CH2:5][CH:4]([C:6]([O:8][CH3:9])=[O:7])[CH2:3]1.[CH3:10]N(C)C1C2C(=CC=CC=2N(C)C)C=CC=1.F[B-](F)(F)F.C[O+](C)C. (2) Given the product [I:11][C:10]1[C:3]2[C:4](=[N:5][CH:6]=[CH:7][C:2]=2[O:21][C:22]2[CH:23]=[C:24]([CH:30]=[CH:31][CH:32]=2)[C:25]([O:27][CH2:28][CH3:29])=[O:26])[N:8]([CH2:12][C:13]2[CH:18]=[CH:17][C:16]([O:19][CH3:20])=[CH:15][CH:14]=2)[N:9]=1, predict the reactants needed to synthesize it. The reactants are: Cl[C:2]1[CH:7]=[CH:6][N:5]=[C:4]2[N:8]([CH2:12][C:13]3[CH:18]=[CH:17][C:16]([O:19][CH3:20])=[CH:15][CH:14]=3)[N:9]=[C:10]([I:11])[C:3]=12.[OH:21][C:22]1[CH:23]=[C:24]([CH:30]=[CH:31][CH:32]=1)[C:25]([O:27][CH2:28][CH3:29])=[O:26].C([O-])([O-])=O.[K+].[K+]. (3) Given the product [CH:1]1([CH:4]([C:11]2[CH:16]=[CH:15][CH:14]=[C:13]([CH2:17][O:18][C:19]3[CH:24]=[CH:23][C:22]([C:25]4[CH:30]=[C:29]([O:31][CH3:32])[CH:28]=[CH:27][C:26]=4[F:33])=[C:21]([OH:34])[CH:20]=3)[CH:12]=2)[CH2:5][C:6]([OH:8])=[O:7])[CH2:2][CH2:3]1, predict the reactants needed to synthesize it. The reactants are: [CH:1]1([CH:4]([C:11]2[CH:16]=[CH:15][CH:14]=[C:13]([CH2:17][O:18][C:19]3[CH:24]=[CH:23][C:22]([C:25]4[CH:30]=[C:29]([O:31][CH3:32])[CH:28]=[CH:27][C:26]=4[F:33])=[C:21]([OH:34])[CH:20]=3)[CH:12]=2)[CH2:5][C:6]([O:8]CC)=[O:7])[CH2:3][CH2:2]1.C(=O)([O-])[O-].[K+].[K+].BrCC(C)(C)C.[H-].[Na+].[Cl-].[NH4+]. (4) Given the product [I:13][C:9]1[CH:10]=[CH:11][CH:12]=[C:5]2[C:6]=1[C:7]([NH2:8])=[N:2][NH:3]2, predict the reactants needed to synthesize it. The reactants are: O.[NH2:2][NH2:3].F[C:5]1[CH:12]=[CH:11][CH:10]=[C:9]([I:13])[C:6]=1[C:7]#[N:8].O. (5) Given the product [CH3:22][CH2:23][O:27][C:36]([CH3:38])=[O:37].[CH3:2][CH2:1][CH2:5][CH2:10][CH2:9][CH3:8], predict the reactants needed to synthesize it. The reactants are: [C:1]([C:5]1C=C(C2C=CC=C(C3N=C(C=O)C4C(C=3)=C[C:23]([O:27]C)=[C:22](OC)C=4)C=2)[CH:8]=[CH:9][CH:10]=1)(C)(C)[CH3:2].[BH4-].[Na+].C[C:36]([CH3:38])=[O:37]. (6) Given the product [F:27][C:26]([F:29])([F:28])[C:24]([OH:30])=[O:25].[F:23][C:2]1([F:1])[CH:7]([C:8]2[CH:13]=[CH:12][C:11]([O:14][CH3:15])=[CH:10][CH:9]=2)[CH2:6][CH2:5][NH:4][CH2:3]1, predict the reactants needed to synthesize it. The reactants are: [F:1][C:2]1([F:23])[C@@H:7]([C:8]2[CH:13]=[CH:12][C:11]([O:14][CH3:15])=[CH:10][CH:9]=2)[CH2:6][CH2:5][N:4](C(OC(C)(C)C)=O)[CH2:3]1.[C:24]([OH:30])([C:26]([F:29])([F:28])[F:27])=[O:25]. (7) Given the product [N:17]([CH:2]1[CH2:7][CH2:6][O:5][CH:4]([C:8]2[CH:16]=[CH:15][C:11]3[O:12][CH2:13][O:14][C:10]=3[CH:9]=2)[CH2:3]1)=[N+:18]=[N-:19], predict the reactants needed to synthesize it. The reactants are: Br[CH:2]1[CH2:7][CH2:6][O:5][CH:4]([C:8]2[CH:16]=[CH:15][C:11]3[O:12][CH2:13][O:14][C:10]=3[CH:9]=2)[CH2:3]1.[N-:17]=[N+:18]=[N-:19].[Na+]. (8) Given the product [CH3:7][N:20]([CH3:24])[C:46](=[O:48])[C:38]1[CH:37]=[C:36]([Br:35])[CH:45]=[C:40]([C:41]([NH2:51])=[O:42])[CH:39]=1, predict the reactants needed to synthesize it. The reactants are: C(O[C@@H]1[C@@H](OC(=O)C)[C@@H](COC(=O)C)O[C@H:7]([N:20]2[CH:24]=C(C3C=CC=CC=3)N=N2)[C@H]1CC([O-])=O)(=O)C.[Br:35][C:36]1[CH:37]=[C:38]([C:46]([O:48]C)=O)[CH:39]=[C:40]([CH:45]=1)[C:41](OC)=[O:42].C[NH2:51]. (9) Given the product [Cl:1][C:2]1[N:3]=[C:4]([N:31]2[CH2:32][CH2:33][C@H:29]([F:28])[CH2:30]2)[C:5]2[CH2:10][CH2:9][CH:8]([C:11]3[CH:16]=[CH:15][C:14]([F:17])=[CH:13][CH:12]=3)[C:6]=2[N:7]=1, predict the reactants needed to synthesize it. The reactants are: [Cl:1][C:2]1[N:3]=[C:4](Cl)[C:5]2[CH2:10][CH2:9][CH:8]([C:11]3[CH:16]=[CH:15][C:14]([F:17])=[CH:13][CH:12]=3)[C:6]=2[N:7]=1.CCN(C(C)C)C(C)C.[F:28][C@H:29]1[CH2:33][CH2:32][NH:31][CH2:30]1. (10) Given the product [Cl:3][C:5]([C:8]1[CH:21]=[CH:20][C:11]2[NH:12][C:13]([NH:15][C:16]([O:18][CH3:19])=[O:17])=[N:14][C:10]=2[CH:9]=1)=[O:6], predict the reactants needed to synthesize it. The reactants are: S(Cl)([Cl:3])=O.[C:5]([C:8]1[CH:21]=[CH:20][C:11]2[NH:12][C:13]([NH:15][C:16]([O:18][CH3:19])=[O:17])=[N:14][C:10]=2[CH:9]=1)(O)=[O:6].